From a dataset of Forward reaction prediction with 1.9M reactions from USPTO patents (1976-2016). Predict the product of the given reaction. (1) Given the reactants [N+:1]([C:4]1[CH:13]=[CH:12][CH:11]=[C:10]2[C:5]=1[CH:6]=[CH:7][C:8](Cl)=[N:9]2)([O-])=O.[F:15][C:16]1[CH:17]=[C:18]([S:23](Cl)(=[O:25])=[O:24])[CH:19]=[C:20]([F:22])[CH:21]=1.[O:27]1[C:31]2[CH:32]=[CH:33][CH:34]=[CH:35][C:30]=2[CH:29]([NH2:36])[CH2:28]1, predict the reaction product. The product is: [O:27]1[C:31]2[CH:32]=[CH:33][CH:34]=[CH:35][C:30]=2[CH:29]([NH:36][C:8]2[CH:7]=[CH:6][C:5]3[C:10](=[CH:11][CH:12]=[CH:13][C:4]=3[NH:1][S:23]([C:18]3[CH:17]=[C:16]([F:15])[CH:21]=[C:20]([F:22])[CH:19]=3)(=[O:25])=[O:24])[N:9]=2)[CH2:28]1. (2) Given the reactants [CH3:1][O:2][C:3]1[CH:4]=[C:5]([CH:37]=[CH:38][C:39]=1[O:40][CH3:41])[C:6]([N:8]1[C:17]2[C:12](=[CH:13][CH:14]=[CH:15][CH:16]=2)[CH:11]([N:18]2[C:27]3[C:22](=[CH:23][C:24]([O:28][CH2:29][CH2:30][CH2:31][CH2:32][C:33](O)=[O:34])=[CH:25][CH:26]=3)[CH2:21][CH2:20][CH2:19]2)[CH2:10][CH:9]1[CH3:36])=[O:7].C(Cl)(=O)C(Cl)=O.CN(C=O)C.[CH2:53]([NH2:56])[CH2:54][CH3:55], predict the reaction product. The product is: [CH3:1][O:2][C:3]1[CH:4]=[C:5]([CH:37]=[CH:38][C:39]=1[O:40][CH3:41])[C:6]([N:8]1[C:17]2[C:12](=[CH:13][CH:14]=[CH:15][CH:16]=2)[CH:11]([N:18]2[C:27]3[C:22](=[CH:23][C:24]([O:28][CH2:29][CH2:30][CH2:31][CH2:32][C:33]([NH:56][CH2:53][CH2:54][CH3:55])=[O:34])=[CH:25][CH:26]=3)[CH2:21][CH2:20][CH2:19]2)[CH2:10][CH:9]1[CH3:36])=[O:7]. (3) Given the reactants [CH3:1][O:2][C:3]([C:5]1[N:6]=[CH:7][C:8]2[C:13]([C:14]=1[OH:15])=[CH:12][CH:11]=[C:10]([O:16][C:17]1[CH:22]=[CH:21][CH:20]=[CH:19][CH:18]=1)[CH:9]=2)=[O:4].[CH3:23][N:24]([CH2:26]N(C)C)[CH3:25], predict the reaction product. The product is: [CH3:23][N:24]([CH2:26][C:7]1[C:8]2[C:13](=[CH:12][CH:11]=[C:10]([O:16][C:17]3[CH:22]=[CH:21][CH:20]=[CH:19][CH:18]=3)[CH:9]=2)[C:14]([OH:15])=[C:5]([C:3]([O:2][CH3:1])=[O:4])[N:6]=1)[CH3:25]. (4) Given the reactants [NH:1]1[CH2:6][CH2:5][O:4][CH2:3][CH2:2]1.[CH3:7][N:8]([CH3:30])[C:9]1[N:29]=[C:12]2[CH:13]=[CH:14][C:15]([NH:17][C:18]([C:20]3[N:24]([CH3:25])[N:23]=[CH:22][C:21]=3[C:26](O)=[O:27])=[O:19])=[CH:16][N:11]2[N:10]=1, predict the reaction product. The product is: [CH3:7][N:8]([CH3:30])[C:9]1[N:29]=[C:12]2[CH:13]=[CH:14][C:15]([NH:17][C:18]([C:20]3[N:24]([CH3:25])[N:23]=[CH:22][C:21]=3[C:26]([N:1]3[CH2:6][CH2:5][O:4][CH2:3][CH2:2]3)=[O:27])=[O:19])=[CH:16][N:11]2[N:10]=1.